Task: Predict the product of the given reaction.. Dataset: Forward reaction prediction with 1.9M reactions from USPTO patents (1976-2016) (1) Given the reactants Cl.[Cl:2][C:3]1[CH:9]=[C:8]([OH:10])[CH:7]=[CH:6][C:4]=1[NH2:5].[C:11](Cl)(=[O:20])[C:12]1[CH:17]=[CH:16][C:15]([O:18][CH3:19])=[CH:14][CH:13]=1.Cl, predict the reaction product. The product is: [Cl:2][C:3]1[CH:9]=[C:8]([OH:10])[CH:7]=[CH:6][C:4]=1[NH:5][C:11](=[O:20])[C:12]1[CH:17]=[CH:16][C:15]([O:18][CH3:19])=[CH:14][CH:13]=1. (2) Given the reactants [C:1]1([CH:7]=[CH:8][C:9]([NH:11][C@H:12]([C:14]2[CH:19]=[CH:18][CH:17]=[C:16](OS(C(F)(F)F)(=O)=O)[CH:15]=2)[CH3:13])=[O:10])[CH:6]=[CH:5][CH:4]=[CH:3][CH:2]=1.P([O-])([O-])([O-])=O.[K+].[K+].[K+].[NH:36]1[CH2:41][CH2:40][O:39][CH2:38][CH2:37]1, predict the reaction product. The product is: [C:1]1([CH:7]=[CH:8][C:9]([NH:11][C@H:12]([C:14]2[CH:19]=[CH:18][CH:17]=[C:16]([N:36]3[CH2:41][CH2:40][O:39][CH2:38][CH2:37]3)[CH:15]=2)[CH3:13])=[O:10])[CH:6]=[CH:5][CH:4]=[CH:3][CH:2]=1. (3) Given the reactants [CH2:1]([O:3][C:4]1[C:12]([O:13][CH3:14])=[CH:11][CH:10]=[CH:9][C:5]=1[CH2:6]CN)[CH3:2].[CH3:15][NH:16]CC1C=CC2C(=CC=CC=2)C=1CCC.[ClH:31].[N:32]1([CH2:38][CH2:39][CH2:40][N:41]2[CH2:46][C:45]3[CH:47]=[C:48](/[CH:51]=[CH:52]/[C:53]([OH:55])=O)[CH:49]=[N:50][C:44]=3[NH:43][C:42]2=[O:56])[CH2:37][CH2:36][O:35][CH2:34][CH2:33]1, predict the reaction product. The product is: [ClH:31].[CH2:1]([O:3][C:4]1[C:12]([O:13][CH3:14])=[CH:11][CH:10]=[CH:9][C:5]=1[CH2:6][N:16]([CH3:15])[C:53](=[O:55])/[CH:52]=[CH:51]/[C:48]1[CH:49]=[N:50][C:44]2[NH:43][C:42](=[O:56])[N:41]([CH2:40][CH2:39][CH2:38][N:32]3[CH2:37][CH2:36][O:35][CH2:34][CH2:33]3)[CH2:46][C:45]=2[CH:47]=1)[CH3:2]. (4) Given the reactants [Cl:1][C:2]1[CH:3]=[C:4]([NH:16][C:17]2[C:26]3[C:21](=[CH:22][C:23]([O:39][CH2:40][CH3:41])=[C:24]([NH:27][C:28](=[O:38])[CH2:29]P(OCC)(OCC)=O)[CH:25]=3)[N:20]=[CH:19][C:18]=2[C:42]#[N:43])[CH:5]=[CH:6][C:7]=1[O:8][CH2:9][C:10]1[CH:15]=[CH:14][CH:13]=[CH:12][N:11]=1.C[Si]([N-][Si](C)(C)C)(C)C.[Li+].C1(C)C=CC=CC=1.[CH3:61][N:62]1[CH2:66][CH2:65][CH2:64][C@H:63]1[CH:67]=O, predict the reaction product. The product is: [Cl:1][C:2]1[CH:3]=[C:4]([NH:16][C:17]2[C:26]3[C:21](=[CH:22][C:23]([O:39][CH2:40][CH3:41])=[C:24]([NH:27][C:28](=[O:38])/[CH:29]=[CH:67]/[C@@H:63]4[CH2:64][CH2:65][CH2:66][N:62]4[CH3:61])[CH:25]=3)[N:20]=[CH:19][C:18]=2[C:42]#[N:43])[CH:5]=[CH:6][C:7]=1[O:8][CH2:9][C:10]1[CH:15]=[CH:14][CH:13]=[CH:12][N:11]=1. (5) Given the reactants C([O:5][C:6]([C:8]1[C:16]2[C:11](=[CH:12][C:13]([C:20](O)=[O:21])=[CH:14][C:15]=2[O:17][CH2:18][CH3:19])[N:10]([CH:23]2[CH2:25][CH2:24]2)[CH:9]=1)=[O:7])(C)(C)C.Cl.[NH:27]1[CH:31]=[C:30]([C:32]2[CH:33]=[C:34]3[C:44](=[CH:45][CH:46]=2)[O:43][C:37]2([CH2:42][CH2:41][NH:40][CH2:39][CH2:38]2)[CH2:36][C:35]3=[O:47])[CH:29]=[N:28]1.CCN=C=NCCCN(C)C.Cl.C1C=CC2N(O)N=NC=2C=1, predict the reaction product. The product is: [CH:23]1([N:10]2[C:11]3[C:16](=[C:15]([O:17][CH2:18][CH3:19])[CH:14]=[C:13]([C:20]([N:40]4[CH2:41][CH2:42][C:37]5([CH2:36][C:35](=[O:47])[C:34]6[C:44](=[CH:45][CH:46]=[C:32]([C:30]7[CH:31]=[N:27][NH:28][CH:29]=7)[CH:33]=6)[O:43]5)[CH2:38][CH2:39]4)=[O:21])[CH:12]=3)[C:8]([C:6]([OH:7])=[O:5])=[CH:9]2)[CH2:24][CH2:25]1.